From a dataset of Reaction yield outcomes from USPTO patents with 853,638 reactions. Predict the reaction yield, written as a fraction of the theoretical maximum amount of product (1.0 means a 100% yield; for example, 0.34 means a 34% yield). (1) The reactants are [CH2:1]([NH:3][C:4]([NH:6][C:7]1[CH:12]=[CH:11][C:10]([C:13]2[N:14]=[C:15]([N:24]3[CH2:29][CH2:28][O:27][CH2:26][C@@H:25]3[CH3:30])[C:16]3[CH2:17][CH2:18][NH:19][CH2:20][CH2:21][C:22]=3[N:23]=2)=[CH:9][CH:8]=1)=[O:5])[CH3:2].O1CCOCC1.C(N(CC)C(C)C)(C)C.[CH3:46][S:47](Cl)(=[O:49])=[O:48]. The catalyst is C(Cl)(Cl)Cl. The product is [CH2:1]([NH:3][C:4]([NH:6][C:7]1[CH:12]=[CH:11][C:10]([C:13]2[N:14]=[C:15]([N:24]3[CH2:29][CH2:28][O:27][CH2:26][C@@H:25]3[CH3:30])[C:16]3[CH2:17][CH2:18][N:19]([S:47]([CH3:46])(=[O:49])=[O:48])[CH2:20][CH2:21][C:22]=3[N:23]=2)=[CH:9][CH:8]=1)=[O:5])[CH3:2]. The yield is 0.370. (2) The reactants are [CH2:1]([NH:8][C:9]1[CH:14]=[C:13]([N:15]2[CH:19]=[CH:18][N:17]=[CH:16]2)[C:12]([NH2:20])=[CH:11][C:10]=1[C:21]([F:24])([F:23])[F:22])[C:2]1[CH:7]=[CH:6][CH:5]=[CH:4][CH:3]=1.[C:25](C1NC=CN=1)(C1NC=CN=1)=[O:26]. The yield is 0.420. The catalyst is ClC1C=CC=CC=1Cl. The product is [CH2:1]([NH:8][C:9]1[CH:14]=[C:13]2[C:12]([NH:20][C:25](=[O:26])[C:16]3[N:15]2[CH:19]=[CH:18][N:17]=3)=[CH:11][C:10]=1[C:21]([F:24])([F:22])[F:23])[C:2]1[CH:3]=[CH:4][CH:5]=[CH:6][CH:7]=1. (3) The reactants are [CH2:1]([N:3]1[C:7]2=[N:8][CH:9]=[C:10]([O:12][CH3:13])[CH:11]=[C:6]2[CH:5]=[C:4]1[C:14]([O:16]CC)=[O:15])[CH3:2].[OH-].[Li+]. The catalyst is C1COCC1.CO.O. The product is [CH2:1]([N:3]1[C:7]2=[N:8][CH:9]=[C:10]([O:12][CH3:13])[CH:11]=[C:6]2[CH:5]=[C:4]1[C:14]([OH:16])=[O:15])[CH3:2]. The yield is 0.600. (4) The reactants are [CH3:1][NH:2][C:3]1[C:12]2[C:7](=[CH:8][CH:9]=[C:10](B3OC(C)(C)C(C)(C)O3)[CH:11]=2)[N:6]=[C:5]([C:22]2[CH:23]=[N:24][CH:25]=[CH:26][CH:27]=2)[N:4]=1.Br[C:29]1[CH:30]=[CH:31][CH:32]=[C:33]2[C:38]=1[CH2:37][N:36]([C:39](=[O:41])[CH3:40])[CH2:35][CH2:34]2.C([O-])([O-])=O.[K+].[K+]. The catalyst is CN(C=O)C.O.O.C1C=CC([P]([Pd]([P](C2C=CC=CC=2)(C2C=CC=CC=2)C2C=CC=CC=2)([P](C2C=CC=CC=2)(C2C=CC=CC=2)C2C=CC=CC=2)[P](C2C=CC=CC=2)(C2C=CC=CC=2)C2C=CC=CC=2)(C2C=CC=CC=2)C2C=CC=CC=2)=CC=1. The product is [CH3:1][NH:2][C:3]1[C:12]2[C:7](=[CH:8][CH:9]=[C:10]([C:29]3[CH:30]=[CH:31][CH:32]=[C:33]4[C:38]=3[CH2:37][N:36]([C:39](=[O:41])[CH3:40])[CH2:35][CH2:34]4)[CH:11]=2)[N:6]=[C:5]([C:22]2[CH:23]=[N:24][CH:25]=[CH:26][CH:27]=2)[N:4]=1. The yield is 0.440.